Dataset: Peptide-MHC class II binding affinity with 134,281 pairs from IEDB. Task: Regression. Given a peptide amino acid sequence and an MHC pseudo amino acid sequence, predict their binding affinity value. This is MHC class II binding data. (1) The peptide sequence is VTLEADVILPIGTRS. The MHC is DRB4_0103 with pseudo-sequence DRB4_0103. The binding affinity (normalized) is 0.377. (2) The peptide sequence is ASAAILGHDGTVWAQ. The MHC is DRB1_0701 with pseudo-sequence DRB1_0701. The binding affinity (normalized) is 0.324. (3) The binding affinity (normalized) is 0.628. The peptide sequence is ERSLWIIFSKNLNIK. The MHC is DRB1_0401 with pseudo-sequence DRB1_0401. (4) The peptide sequence is GKSSFCDICGEELPT. The MHC is DRB1_0401 with pseudo-sequence DRB1_0401. The binding affinity (normalized) is 0.175. (5) The peptide sequence is EKKYFAATQDEPLAA. The MHC is HLA-DPA10201-DPB10101 with pseudo-sequence HLA-DPA10201-DPB10101. The binding affinity (normalized) is 0.630. (6) The peptide sequence is ASYFAADRILPELTE. The MHC is DRB1_0802 with pseudo-sequence DRB1_0802. The binding affinity (normalized) is 0.872. (7) The peptide sequence is FKPFAEYKSDYVYEP. The MHC is DRB1_1302 with pseudo-sequence DRB1_1302. The binding affinity (normalized) is 0.227. (8) The binding affinity (normalized) is 0.610. The peptide sequence is SPAIFQSSMTKILEP. The MHC is DRB1_0701 with pseudo-sequence DRB1_0701. (9) The peptide sequence is KKGGEAMDTISVFLH. The MHC is DRB3_0202 with pseudo-sequence DRB3_0202. The binding affinity (normalized) is 0.272.